From a dataset of Acute oral toxicity (LD50) regression data from Zhu et al.. Regression/Classification. Given a drug SMILES string, predict its toxicity properties. Task type varies by dataset: regression for continuous values (e.g., LD50, hERG inhibition percentage) or binary classification for toxic/non-toxic outcomes (e.g., AMES mutagenicity, cardiotoxicity, hepatotoxicity). Dataset: ld50_zhu. (1) The drug is Cc1cc(=O)[nH]c(=O)[nH]1. The rat oral LD50 is 0.291, given as -log10 of the dose in mol/kg body weight (higher means more acutely toxic). (2) The drug is C=C1CCC2CC1C2(C)C. The rat oral LD50 is 1.46, given as -log10 of the dose in mol/kg body weight (higher means more acutely toxic). (3) The molecule is O=C1CCCCC1. The rat oral LD50 is 1.81, given as -log10 of the dose in mol/kg body weight (higher means more acutely toxic).